This data is from Full USPTO retrosynthesis dataset with 1.9M reactions from patents (1976-2016). The task is: Predict the reactants needed to synthesize the given product. (1) Given the product [Br:1][C:2]1[CH:3]=[C:4]2[CH:10]=[C:11]([CH3:12])[O:8][C:5]2=[N:6][CH:7]=1, predict the reactants needed to synthesize it. The reactants are: [Br:1][C:2]1[CH:3]=[C:4](I)[C:5]([OH:8])=[N:6][CH:7]=1.[CH3:10][CH2:11][CH2:12]C[N+](CCCC)(CCCC)CCCC.[F-].C(N(CC)CC)C. (2) Given the product [CH3:8][C:7]1[CH:9]=[CH:10][C:4]([S:1]([O:12][CH2:13][C:14]2([C:17]#[N:18])[CH2:16][CH2:15]2)(=[O:3])=[O:2])=[CH:5][CH:6]=1, predict the reactants needed to synthesize it. The reactants are: [S:1](Cl)([C:4]1[CH:10]=[CH:9][C:7]([CH3:8])=[CH:6][CH:5]=1)(=[O:3])=[O:2].[OH:12][CH2:13][C:14]1([C:17]#[N:18])[CH2:16][CH2:15]1.CCN(CC)CC. (3) Given the product [CH3:13][N:3]1[C:11]2[C:6](=[CH:7][CH:8]=[CH:9][CH:10]=2)[CH2:5][CH2:4]1, predict the reactants needed to synthesize it. The reactants are: [H-].[Na+].[NH:3]1[C:11]2[C:6](=[CH:7][CH:8]=[CH:9][CH:10]=2)[CH2:5][CH2:4]1.I[CH3:13]. (4) Given the product [CH:8]1([C:6]2[N:7]=[C:2]([C:30]3[CH:31]=[C:32]([O:37][C:38]([F:41])([F:40])[F:39])[C:33]([NH2:36])=[N:34][CH:35]=3)[CH:3]=[C:4]([N:11]3[CH2:16][C@@H:15]4[CH2:17][C@H:12]3[CH2:13][N:14]4[CH2:18][CH2:19][O:20][CH3:21])[N:5]=2)[CH2:10][CH2:9]1, predict the reactants needed to synthesize it. The reactants are: Cl[C:2]1[N:7]=[C:6]([CH:8]2[CH2:10][CH2:9]2)[N:5]=[C:4]([N:11]2[CH2:16][C@@H:15]3[CH2:17][C@H:12]2[CH2:13][N:14]3[CH2:18][CH2:19][O:20][CH3:21])[CH:3]=1.CC1(C)C(C)(C)OB([C:30]2[CH:31]=[C:32]([O:37][C:38]([F:41])([F:40])[F:39])[C:33]([NH2:36])=[N:34][CH:35]=2)O1.C(=O)([O-])[O-].[Cs+].[Cs+]. (5) Given the product [Cl:1][C:2]1[CH:10]=[C:9]2[C:5]([C:6]([CH2:21][CH2:22][CH3:23])=[CH:7][N:8]2[C:11]2[S:12][CH:13]=[C:14]([C:16]([OH:18])=[O:17])[N:15]=2)=[CH:4][CH:3]=1, predict the reactants needed to synthesize it. The reactants are: [Cl:1][C:2]1[CH:10]=[C:9]2[C:5]([C:6]([CH2:21][CH2:22][CH3:23])=[CH:7][N:8]2[C:11]2[S:12][CH:13]=[C:14]([C:16]([O:18]CC)=[O:17])[N:15]=2)=[CH:4][CH:3]=1.[OH-].[Na+]. (6) Given the product [NH:26]1[C:34]2[C:29](=[CH:30][C:31]([NH:35][C:2]3[C:3]4[NH:16][N:15]=[CH:14][C:4]=4[N:5]=[C:6]([C:8]4[CH:9]=[CH:10][CH:11]=[CH:12][CH:13]=4)[N:7]=3)=[CH:32][CH:33]=2)[CH:28]=[N:27]1, predict the reactants needed to synthesize it. The reactants are: Cl[C:2]1[C:3]2[C:4](=[CH:14][N:15](CC3C=CC(OC)=CC=3)[N:16]=2)[N:5]=[C:6]([C:8]2[CH:13]=[CH:12][CH:11]=[CH:10][CH:9]=2)[N:7]=1.[NH:26]1[C:34]2[C:29](=[CH:30][C:31]([NH2:35])=[CH:32][CH:33]=2)[CH:28]=[N:27]1.Cl.